From a dataset of Peptide-MHC class I binding affinity with 185,985 pairs from IEDB/IMGT. Regression. Given a peptide amino acid sequence and an MHC pseudo amino acid sequence, predict their binding affinity value. This is MHC class I binding data. (1) The peptide sequence is VGNVYVYF. The MHC is Mamu-B52 with pseudo-sequence Mamu-B52. The binding affinity (normalized) is 1.00. (2) The peptide sequence is YLAEADLSYT. The MHC is HLA-A02:01 with pseudo-sequence HLA-A02:01. The binding affinity (normalized) is 0.647. (3) The MHC is HLA-A23:01 with pseudo-sequence HLA-A23:01. The binding affinity (normalized) is 0.285. The peptide sequence is TAVPWNASW. (4) The peptide sequence is SMRSRARHI. The MHC is HLA-A02:16 with pseudo-sequence HLA-A02:16. The binding affinity (normalized) is 0.0847. (5) The peptide sequence is SFNCGGEFF. The MHC is HLA-A29:02 with pseudo-sequence HLA-A29:02. The binding affinity (normalized) is 0.649.